This data is from Catalyst prediction with 721,799 reactions and 888 catalyst types from USPTO. The task is: Predict which catalyst facilitates the given reaction. (1) Reactant: [CH3:1][N:2]1[CH:6]=[N:5][N:4]=[C:3]1[C@H:7]([C:13]1[CH:18]=[CH:17][C:16]([O:19][C:20]2[CH:29]=[CH:28][C:27]3[CH2:26][CH2:25][CH2:24][CH2:23][C:22]=3[CH:21]=2)=[CH:15][CH:14]=1)[CH2:8][C:9]([O:11]C)=[O:10].[OH-].[Na+].Cl. Product: [CH3:1][N:2]1[CH:6]=[N:5][N:4]=[C:3]1[C@H:7]([C:13]1[CH:14]=[CH:15][C:16]([O:19][C:20]2[CH:29]=[CH:28][C:27]3[CH2:26][CH2:25][CH2:24][CH2:23][C:22]=3[CH:21]=2)=[CH:17][CH:18]=1)[CH2:8][C:9]([OH:11])=[O:10]. The catalyst class is: 36. (2) The catalyst class is: 2. Product: [CH2:18]([O:25][C:26](=[O:41])[C@@H:27]([NH:28][C:2]([O:4][CH2:5][Cl:6])=[O:3])[CH2:29][CH2:30][C:31]([O:33][CH2:34][C:35]1[CH:40]=[CH:39][CH:38]=[CH:37][CH:36]=1)=[O:32])[C:19]1[CH:20]=[CH:21][CH:22]=[CH:23][CH:24]=1. Reactant: Cl[C:2]([O:4][CH2:5][Cl:6])=[O:3].S(C1C=CC(C)=CC=1)(O)(=O)=O.[CH2:18]([O:25][C:26](=[O:41])[C@H:27]([CH2:29][CH2:30][C:31]([O:33][CH2:34][C:35]1[CH:40]=[CH:39][CH:38]=[CH:37][CH:36]=1)=[O:32])[NH2:28])[C:19]1[CH:24]=[CH:23][CH:22]=[CH:21][CH:20]=1.CCN(CC)CC. (3) Reactant: [S:1]([OH:11])(=[O:10])([C:3]1[CH:8]=[CH:7][C:6]([NH2:9])=[CH:5][CH:4]=1)=[O:2].C([O-])(=O)C.[Na+].[NH2:17][C:18]1[N:22]([C:23]2[CH:28]=[CH:27][C:26]([Cl:29])=[CH:25][CH:24]=2)[N:21]=[CH:20][CH:19]=1.C([N:32](CC)CC)C.Cl. Product: [NH2:17][C:18]1[N:22]([C:23]2[CH:24]=[CH:25][C:26]([Cl:29])=[CH:27][CH:28]=2)[N:21]=[CH:20][C:19]=1[N:32]=[N:9][C:6]1[CH:5]=[CH:4][C:3]([S:1]([OH:11])(=[O:10])=[O:2])=[CH:8][CH:7]=1. The catalyst class is: 6. (4) Reactant: C([O:3][C:4](=O)[CH2:5][C:6]([C@H:8]1[CH2:13][CH2:12][N:11]([C:14]([O:16][CH3:17])=[O:15])[C@@H:10]([C:18]2[CH:23]=[CH:22][C:21]([C:24]([F:27])([F:26])[F:25])=[CH:20][C:19]=2[CH3:28])[CH2:9]1)=[O:7])C.[OH-].[Na+].[NH2:32]O.Cl. Product: [CH3:28][C:19]1[CH:20]=[C:21]([C:24]([F:27])([F:26])[F:25])[CH:22]=[CH:23][C:18]=1[C@H:10]1[CH2:9][C@@H:8]([C:6]2[O:7][NH:32][C:4](=[O:3])[CH:5]=2)[CH2:13][CH2:12][N:11]1[C:14]([O:16][CH3:17])=[O:15]. The catalyst class is: 24. (5) Reactant: [Br:1][C:2]1[CH:3]=[C:4]([CH2:8][C:9]([OH:11])=[O:10])[CH:5]=[CH:6][CH:7]=1.[CH:12]1(N=C=NC2CCCCC2)CCCCC1.CO. Product: [CH3:12][O:10][C:9](=[O:11])[CH2:8][C:4]1[CH:5]=[CH:6][CH:7]=[C:2]([Br:1])[CH:3]=1. The catalyst class is: 112. (6) Reactant: COC1C=CC(C(Cl)=O)=CC=1.[Cl:12][C:13]1[CH:14]=[C:15]([CH:17]=[CH:18][C:19]=1[O:20][C:21]1[C:30]2[C:25](=[CH:26][C:27]([O:33][CH3:34])=[C:28]([O:31][CH3:32])[CH:29]=2)[N:24]=[CH:23][CH:22]=1)[NH2:16].[CH3:35][O:36][C:37]1[CH:42]=[CH:41][C:40]([C:43]([N:45]=[C:46]=[S:47])=[O:44])=[CH:39][CH:38]=1. Product: [CH3:35][O:36][C:37]1[CH:38]=[CH:39][C:40]([C:43]([N:45]=[C:46]=[S:47])=[O:44])=[CH:41][CH:42]=1.[Cl:12][C:13]1[CH:14]=[C:15]([NH:16][C:46]([NH:45][C:43](=[O:44])[C:40]2[CH:41]=[CH:42][C:37]([O:36][CH3:35])=[CH:38][CH:39]=2)=[S:47])[CH:17]=[CH:18][C:19]=1[O:20][C:21]1[C:30]2[C:25](=[CH:26][C:27]([O:33][CH3:34])=[C:28]([O:31][CH3:32])[CH:29]=2)[N:24]=[CH:23][CH:22]=1. The catalyst class is: 234.